Predict the reactants needed to synthesize the given product. From a dataset of Full USPTO retrosynthesis dataset with 1.9M reactions from patents (1976-2016). The reactants are: [N+:1]([C:4]1[CH:12]=[CH:11][CH:10]=[C:9]2[C:5]=1[CH:6]=[N:7][NH:8]2)([O-:3])=[O:2].C(=O)([O-])[O-].[K+].[K+].Cl.Cl[CH2:21][CH2:22][N:23]([CH3:25])[CH3:24]. Given the product [CH3:24][N:23]([CH3:25])[CH2:22][CH2:21][N:7]1[CH:6]=[C:5]2[C:9]([CH:10]=[CH:11][CH:12]=[C:4]2[N+:1]([O-:3])=[O:2])=[N:8]1, predict the reactants needed to synthesize it.